From a dataset of Full USPTO retrosynthesis dataset with 1.9M reactions from patents (1976-2016). Predict the reactants needed to synthesize the given product. (1) Given the product [O:20]1[CH2:19][CH2:18][CH2:17][CH:16]1[CH2:15][S:8][C:5]1[CH:6]=[CH:7][C:2]([Br:1])=[CH:3][CH:4]=1, predict the reactants needed to synthesize it. The reactants are: [Br:1][C:2]1[CH:7]=[CH:6][C:5]([SH:8])=[CH:4][CH:3]=1.C(=O)([O-])[O-].[K+].[K+].[CH2:15](Br)[CH:16]1[O:20][CH2:19][CH2:18][CH2:17]1. (2) Given the product [F:32][CH2:2][CH2:3][O:4][C:5]([N:7]1[CH2:12][CH2:11][CH:10]([NH:13][C:14]([C:16]2[C:20]([NH:21][C:22](=[O:31])[C:23]3[C:28]([Cl:29])=[CH:27][CH:26]=[CH:25][C:24]=3[Cl:30])=[CH:19][NH:18][N:17]=2)=[O:15])[CH2:9][CH2:8]1)=[O:6], predict the reactants needed to synthesize it. The reactants are: Br[CH2:2][CH2:3][O:4][C:5]([N:7]1[CH2:12][CH2:11][CH:10]([NH:13][C:14]([C:16]2[C:20]([NH:21][C:22](=[O:31])[C:23]3[C:28]([Cl:29])=[CH:27][CH:26]=[CH:25][C:24]=3[Cl:30])=[CH:19][NH:18][N:17]=2)=[O:15])[CH2:9][CH2:8]1)=[O:6].[F-:32].C([N+](CCCC)(CCCC)CCCC)CCC. (3) The reactants are: [C:1]([O:4][CH2:5][CH2:6][CH2:7][N:8]1[CH2:13][CH2:12][CH:11]([CH2:14][OH:15])[CH2:10][CH2:9]1)(=[O:3])[CH3:2].C[N+]1([O-])CCOCC1. Given the product [C:1]([O:4][CH2:5][CH2:6][CH2:7][N:8]1[CH2:13][CH2:12][CH:11]([CH:14]=[O:15])[CH2:10][CH2:9]1)(=[O:3])[CH3:2], predict the reactants needed to synthesize it. (4) Given the product [CH3:1][N:2]1[C:7](=[O:8])[C:6]([N:9]2[CH2:14][CH2:13][O:12][CH2:11][CH2:10]2)=[C:5]2[C:15](=[O:19])[N:16]([CH2:34][CH2:33][C:32]3[CH:36]=[CH:37][C:38]4[C:3](=[CH:4][CH:5]=[CH:6][CH:7]=4)[N:2]=3)[CH2:17][C:4]2=[CH:3]1, predict the reactants needed to synthesize it. The reactants are: [CH3:1][N:2]1[C:7](=[O:8])[C:6]([N:9]2[CH2:14][CH2:13][O:12][CH2:11][CH2:10]2)=[C:5]2[C:15](=[O:19])[NH:16][C:17](=S)[C:4]2=[C:3]1CCC1C=CC2C(=CC=CC=2)N=1.[CH2:32]1[CH2:36]O[CH2:34][CH2:33]1.[CH3:37][CH2:38]O. (5) Given the product [NH2:10][CH2:11][C:12]1[CH:17]=[CH:16][C:15]([C:18]2[C:30]3[C:29]4[CH2:28][CH2:27][CH2:26][CH2:25][C:24]=4[C:23](=[O:31])[NH:22][C:21]=3[N:20]([CH3:32])[N:19]=2)=[CH:14][CH:13]=1, predict the reactants needed to synthesize it. The reactants are: C(OC(=O)[NH:10][CH2:11][C:12]1[CH:17]=[CH:16][C:15]([C:18]2[C:30]3[C:29]4[CH2:28][CH2:27][CH2:26][CH2:25][C:24]=4[C:23](=[O:31])[NH:22][C:21]=3[N:20]([CH3:32])[N:19]=2)=[CH:14][CH:13]=1)C1C=CC=CC=1.